This data is from Reaction yield outcomes from USPTO patents with 853,638 reactions. The task is: Predict the reaction yield, written as a fraction of the theoretical maximum amount of product (1.0 means a 100% yield; for example, 0.34 means a 34% yield). (1) The reactants are [Br:1][C:2]1[CH:3]=[CH:4][C:5]([CH:8]=O)=[N:6][CH:7]=1.[C:10]([S@@:14]([NH2:16])=[O:15])([CH3:13])([CH3:12])[CH3:11]. The catalyst is C1COCC1.[Cl-].[Na+].O. The product is [Br:1][C:2]1[CH:3]=[CH:4][C:5](/[CH:8]=[N:16]/[S:14]([C:10]([CH3:13])([CH3:12])[CH3:11])=[O:15])=[N:6][CH:7]=1. The yield is 0.770. (2) The reactants are [CH2:1]([C:3]1[C:4]([C:29]2[CH:34]=[CH:33][CH:32]=[CH:31][CH:30]=2)=[C:5]([O:15][C:16]2[CH:21]=[CH:20][C:19](/[CH:22]=[CH:23]/[C:24]([O:26]CC)=[O:25])=[CH:18][CH:17]=2)[C:6]2[C:11]([CH:12]=1)=[CH:10][C:9]([O:13][CH3:14])=[CH:8][CH:7]=2)[CH3:2].[OH-].[Na+].Cl. The catalyst is C1COCC1.CCO. The product is [CH2:1]([C:3]1[C:4]([C:29]2[CH:30]=[CH:31][CH:32]=[CH:33][CH:34]=2)=[C:5]([O:15][C:16]2[CH:21]=[CH:20][C:19](/[CH:22]=[CH:23]/[C:24]([OH:26])=[O:25])=[CH:18][CH:17]=2)[C:6]2[C:11]([CH:12]=1)=[CH:10][C:9]([O:13][CH3:14])=[CH:8][CH:7]=2)[CH3:2]. The yield is 0.980. (3) The reactants are [CH2:1]([C:5]1[N:6]=[C:7]([CH3:27])[NH:8][C:9](=[O:26])[C:10]=1[CH2:11][C:12]1[CH:17]=[CH:16][C:15]([C:18]2[C:19]([C:24]#[N:25])=[CH:20][CH:21]=[CH:22][CH:23]=2)=[CH:14][CH:13]=1)[CH2:2][CH2:3][CH3:4].C(=O)([O-])[O-].[K+].[K+].Cl[CH2:35][C:36]1[N:40]=[C:39]([C:41]2[CH:45]=[CH:44][S:43][CH:42]=2)[O:38][N:37]=1.CN(C)C=O. The catalyst is C(OCC)(=O)C. The product is [CH2:1]([C:5]1[N:6]=[C:7]([CH3:27])[N:8]([CH2:35][C:36]2[N:40]=[C:39]([C:41]3[CH:45]=[CH:44][S:43][CH:42]=3)[O:38][N:37]=2)[C:9](=[O:26])[C:10]=1[CH2:11][C:12]1[CH:17]=[CH:16][C:15]([C:18]2[C:19]([C:24]#[N:25])=[CH:20][CH:21]=[CH:22][CH:23]=2)=[CH:14][CH:13]=1)[CH2:2][CH2:3][CH3:4]. The yield is 0.440. (4) The reactants are [C:1]([C:3]1[C:4]([CH3:16])=[CH:5][C:6]([C:11]([O:13]CC)=[O:12])=[N:7][C:8]=1[O:9][CH3:10])#[N:2].[OH-].[Na+]. The catalyst is CO.C1COCC1. The product is [C:1]([C:3]1[C:4]([CH3:16])=[CH:5][C:6]([C:11]([OH:13])=[O:12])=[N:7][C:8]=1[O:9][CH3:10])#[N:2]. The yield is 0.870. (5) The reactants are C([N:8]1[CH2:14][C:13]2[CH:15]=[CH:16][C:17]([O:19][C:20]([CH3:23])([CH3:22])[CH3:21])=[N:18][C:12]=2[O:11][CH2:10][CH2:9]1)C1C=CC=CC=1. The catalyst is [OH-].[OH-].[Pd+2].CO. The product is [C:20]([O:19][C:17]1[CH:16]=[CH:15][C:13]2[CH2:14][NH:8][CH2:9][CH2:10][O:11][C:12]=2[N:18]=1)([CH3:23])([CH3:21])[CH3:22]. The yield is 0.570. (6) The reactants are [Br:1][C:2]1[C:7]([NH:8][S:9]([C:12]2[CH:17]=[CH:16][C:15]([Cl:18])=[C:14]([C:19]([F:22])([F:21])[F:20])[CH:13]=2)(=[O:11])=[O:10])=[CH:6][C:5]([CH3:23])=[CH:4][N:3]=1.[CH3:24][O:25][CH2:26]Cl.C([O-])([O-])=O.[K+].[K+]. The catalyst is C1COCC1. The product is [Br:1][C:2]1[C:7]([N:8]([CH2:24][O:25][CH3:26])[S:9]([C:12]2[CH:17]=[CH:16][C:15]([Cl:18])=[C:14]([C:19]([F:22])([F:21])[F:20])[CH:13]=2)(=[O:10])=[O:11])=[CH:6][C:5]([CH3:23])=[CH:4][N:3]=1. The yield is 0.840. (7) The reactants are [CH3:16][C:11]1([CH3:17])[C:12]([CH3:15])([CH3:14])[O:13][B:9]([B:9]2[O:13][C:12]([CH3:15])([CH3:14])[C:11]([CH3:17])([CH3:16])[O:10]2)[O:10]1.[Cl:19][C:20]1[CH:21]=[C:22]([CH:25]=[C:26](I)[CH:27]=1)[C:23]#[N:24].C([O-])(=O)C.[K+]. The catalyst is O1CCOCC1.C1C=CC(P(C2C=CC=CC=2)[C-]2C=CC=C2)=CC=1.C1C=CC(P(C2C=CC=CC=2)[C-]2C=CC=C2)=CC=1.Cl[Pd]Cl.[Fe+2].C(Cl)Cl. The product is [Cl:19][C:20]1[CH:21]=[C:22]([CH:25]=[C:26]([B:9]2[O:10][C:11]([CH3:16])([CH3:17])[C:12]([CH3:14])([CH3:15])[O:13]2)[CH:27]=1)[C:23]#[N:24]. The yield is 0.200. (8) The product is [C:40]([N:39]([CH2:42][C:43]1[CH:5]=[C:6]2[C:11](=[CH:12][C:13]=1[Cl:14])[O:10][C:9](=[O:15])[C:8]([CH2:16][C:17]([NH:19][C:20]1[CH:25]=[CH:24][C:23]([Cl:26])=[CH:22][C:21]=1[C:27]([F:29])([F:30])[F:28])=[O:18])=[C:7]2[C:31]1[CH:32]=[CH:33][CH:34]=[CH:35][CH:36]=1)[CH3:37])(=[O:46])[CH3:41]. The catalyst is C1COCC1. The yield is 0.480. The reactants are CNCC1[CH:5]=[C:6]2[C:11](=[CH:12][C:13]=1[Cl:14])[O:10][C:9](=[O:15])[C:8]([CH2:16][C:17]([NH:19][C:20]1[CH:25]=[CH:24][C:23]([Cl:26])=[CH:22][C:21]=1[C:27]([F:30])([F:29])[F:28])=[O:18])=[C:7]2[C:31]1[CH:36]=[CH:35][CH:34]=[CH:33][CH:32]=1.[CH2:37]([N:39]([CH2:42][CH3:43])[CH2:40][CH3:41])C.C(Cl)(=[O:46])C.O. (9) The reactants are [CH3:1][O:2][C:3]1[CH:12]=[C:11]2[C:6]([CH:7]=[C:8]([CH2:13]O)[CH:9]=[N:10]2)=[CH:5][CH:4]=1.COC1C=C2C(C=C(C=O)C=N2)=CC=1.O=S(Cl)[Cl:31]. The catalyst is C(Cl)Cl. The product is [ClH:31].[Cl:31][CH2:13][C:8]1[CH:9]=[N:10][C:11]2[C:6]([CH:7]=1)=[CH:5][CH:4]=[C:3]([O:2][CH3:1])[CH:12]=2. The yield is 0.870. (10) The reactants are [CH2:1]([C@H:3]1[C@@H:7]([C:8]2[N:12]3[C:13]4[CH:19]=[CH:18][N:17](S(C5C=CC(C)=CC=5)(=O)=O)[C:14]=4[N:15]=[CH:16][C:11]3=[N:10][N:9]=2)[CH2:6][C@@H:5]([NH:30][C:31]2[S:32][C:33]([C:36]#[N:37])=[CH:34][N:35]=2)[CH2:4]1)[CH3:2].O1CCOCC1.CCO.C([O-])([O-])=O.[Na+].[Na+]. The catalyst is CC(O)=O. The product is [CH2:1]([C@H:3]1[C@@H:7]([C:8]2[N:12]3[C:13]4[CH:19]=[CH:18][NH:17][C:14]=4[N:15]=[CH:16][C:11]3=[N:10][N:9]=2)[CH2:6][C@@H:5]([NH:30][C:31]2[S:32][C:33]([C:36]#[N:37])=[CH:34][N:35]=2)[CH2:4]1)[CH3:2]. The yield is 0.600.